Task: Predict the product of the given reaction.. Dataset: Forward reaction prediction with 1.9M reactions from USPTO patents (1976-2016) Given the reactants [CH3:1][C:2]1[N:6]([CH:7]([CH3:9])[CH3:8])[C:5]([C:10]2[CH:15]=[CH:14][N:13]=[C:12]([NH:16][CH:17]3[CH2:22][CH2:21][NH:20][CH2:19][CH2:18]3)[N:11]=2)=[CH:4][N:3]=1.Br[CH2:24][CH2:25][C:26]1[CH:31]=[CH:30][CH:29]=[CH:28][CH:27]=1, predict the reaction product. The product is: [CH3:1][C:2]1[N:6]([CH:7]([CH3:9])[CH3:8])[C:5]([C:10]2[CH:15]=[CH:14][N:13]=[C:12]([NH:16][CH:17]3[CH2:18][CH2:19][N:20]([CH2:24][CH2:25][C:26]4[CH:31]=[CH:30][CH:29]=[CH:28][CH:27]=4)[CH2:21][CH2:22]3)[N:11]=2)=[CH:4][N:3]=1.